From a dataset of Catalyst prediction with 721,799 reactions and 888 catalyst types from USPTO. Predict which catalyst facilitates the given reaction. (1) Reactant: [H-].[Al+3].[Li+].[H-].[H-].[H-].[F:7][C:8]([F:20])([F:19])[C:9]1[S:10][C:11]([C:14](OCC)=[O:15])=[CH:12][N:13]=1.O.[OH-].[Na+]. Product: [F:20][C:8]([F:7])([F:19])[C:9]1[S:10][C:11]([CH2:14][OH:15])=[CH:12][N:13]=1. The catalyst class is: 7. (2) Reactant: F[P-](F)(F)(F)(F)F.N1(OC(N(C)C)=[N+](C)C)C2N=CC=CC=2N=N1.[F:25][C:26]1[CH:27]=[C:28]2[C:32](=[CH:33][CH:34]=1)[NH:31][C:30]([C:35]([OH:37])=O)=[CH:29]2.C(N(CC)C(C)C)(C)C.[NH2:47][C:48]1[CH:53]=[CH:52][C:51]([C:54]2[S:58][C:57]([N:59]=[C:60]([NH2:62])[NH2:61])=[N:56][C:55]=2[CH3:63])=[CH:50][CH:49]=1. Product: [NH2:62][C:60]([NH:59][C:57]1[S:58][C:54]([C:51]2[CH:52]=[CH:53][C:48]([NH:47][C:35]([C:30]3[NH:31][C:32]4[C:28]([CH:29]=3)=[CH:27][C:26]([F:25])=[CH:34][CH:33]=4)=[O:37])=[CH:49][CH:50]=2)=[C:55]([CH3:63])[N:56]=1)=[NH:61]. The catalyst class is: 9. (3) Reactant: [F:1][C:2]1[CH:7]=[CH:6][C:5]([C:8]2[O:9][C:10]3[CH:20]=[CH:19][C:18]([OH:21])=[CH:17][C:11]=3[C:12]=2[C:13]([NH:15][CH3:16])=[O:14])=[CH:4][CH:3]=1.C(N(CC)CC)C.[F:29][C:30]([F:49])([F:48])[S:31](N(C1C=CC=CC=1)[S:31]([C:30]([F:49])([F:48])[F:29])(=[O:33])=[O:32])(=[O:33])=[O:32]. Product: [F:29][C:30]([F:49])([F:48])[S:31]([O:21][C:18]1[CH:19]=[CH:20][C:10]2[O:9][C:8]([C:5]3[CH:6]=[CH:7][C:2]([F:1])=[CH:3][CH:4]=3)=[C:12]([C:13](=[O:14])[NH:15][CH3:16])[C:11]=2[CH:17]=1)(=[O:33])=[O:32]. The catalyst class is: 4. (4) Reactant: [OH:1][CH2:2][C:3]([CH3:9])([CH3:8])[C:4]([O:6][CH3:7])=[O:5].ClN1C(=O)N(Cl)C(=O)N(Cl)C1=O. Product: [CH3:8][C:3]([CH3:9])([CH:2]=[O:1])[C:4]([O:6][CH3:7])=[O:5]. The catalyst class is: 4.